Dataset: Full USPTO retrosynthesis dataset with 1.9M reactions from patents (1976-2016). Task: Predict the reactants needed to synthesize the given product. (1) Given the product [CH3:1][O:2][C:3]([C@H:5]1[CH2:6][CH2:7][C@H:8]([N:11]([C:12]([O:14][C:15]([CH3:18])([CH3:17])[CH3:16])=[O:13])[CH3:22])[CH2:9][CH2:10]1)=[O:4], predict the reactants needed to synthesize it. The reactants are: [CH3:1][O:2][C:3]([C@H:5]1[CH2:10][CH2:9][C@H:8]([NH:11][C:12]([O:14][C:15]([CH3:18])([CH3:17])[CH3:16])=[O:13])[CH2:7][CH2:6]1)=[O:4].[H-].[Na+].I[CH3:22].[Cl-].[NH4+]. (2) Given the product [CH:9]1([C:12]2[C:13]([O:22][CH2:23][CH:24]3[CH2:26][CH2:25]3)=[CH:14][C:15]([C:18]3[N:20]=[C:6]([C:2]4([CH3:1])[CH2:3][O:4][CH2:5]4)[O:8][N:19]=3)=[N:16][CH:17]=2)[CH2:11][CH2:10]1, predict the reactants needed to synthesize it. The reactants are: [CH3:1][C:2]1([C:6]([OH:8])=O)[CH2:5][O:4][CH2:3]1.[CH:9]1([C:12]2[C:13]([O:22][CH2:23][CH:24]3[CH2:26][CH2:25]3)=[CH:14][C:15]([C:18](=[N:20]O)[NH2:19])=[N:16][CH:17]=2)[CH2:11][CH2:10]1. (3) Given the product [Br:5][C:6]1[CH:11]=[CH:10][C:9]([C:13](=[O:15])[CH3:14])=[C:8]([OH:12])[CH:7]=1, predict the reactants needed to synthesize it. The reactants are: [Cl-].[Al+3].[Cl-].[Cl-].[Br:5][C:6]1[CH:7]=[C:8]([OH:12])[CH:9]=[CH:10][CH:11]=1.[C:13](Cl)(=[O:15])[CH3:14].Cl. (4) Given the product [NH2:40][C:36]1([C:33]2[CH:32]=[CH:31][C:30]([C:22]3[O:21][C:5]4[C:6]([C:8]5[NH:12][N:11]=[CH:10][CH:9]=5)=[CH:7][N:2]([CH3:1])[C:3](=[O:48])[C:4]=4[C:23]=3[C:24]3[CH:29]=[CH:28][CH:27]=[CH:26][CH:25]=3)=[CH:35][CH:34]=2)[CH2:37][CH2:38][CH2:39]1, predict the reactants needed to synthesize it. The reactants are: [CH3:1][N:2]1[CH:7]=[C:6]([C:8]2[N:12](COCC[Si](C)(C)C)[N:11]=[CH:10][CH:9]=2)[C:5]2[O:21][C:22]([C:30]3[CH:35]=[CH:34][C:33]([C:36]4([NH:40]C(=O)OC(C)(C)C)[CH2:39][CH2:38][CH2:37]4)=[CH:32][CH:31]=3)=[C:23]([C:24]3[CH:29]=[CH:28][CH:27]=[CH:26][CH:25]=3)[C:4]=2[C:3]1=[O:48].Cl. (5) Given the product [CH2:28]([NH:27][C:25]([C:21]1[S:20][C:19]([N:16]2[CH:10]=[C:9]([C:11]3[CH:15]=[CH:14][S:13][CH:12]=3)[N:18]=[N:17]2)=[N:23][C:22]=1[CH3:24])=[O:26])[C:29]1[CH:30]=[CH:31][CH:32]=[CH:33][CH:34]=1, predict the reactants needed to synthesize it. The reactants are: C1(C#C)C=CC=CC=1.[C:9]([C:11]1[CH:15]=[CH:14][S:13][CH:12]=1)#[CH:10].[N:16]([C:19]1[S:20][C:21]([C:25]([NH:27][CH2:28][C:29]2[CH:34]=[CH:33][CH:32]=[CH:31][CH:30]=2)=[O:26])=[C:22]([CH3:24])[N:23]=1)=[N+:17]=[N-:18]. (6) The reactants are: [Cl:1][C:2]1[CH:7]=[CH:6][C:5]([C@@H:8]([C:24]2[CH:25]=[N:26][C:27]([O:30][CH3:31])=[CH:28][CH:29]=2)[CH2:9][C:10]([N:12]2[C@@H:16]([C:17]3[CH:22]=[CH:21][CH:20]=[CH:19][CH:18]=3)[CH2:15][O:14][C:13]2=[O:23])=[O:11])=[CH:4][CH:3]=1.C[Si]([N-][Si](C)(C)C)(C)C.[Na+].CC(C1C=C(C(C)C)C(S([N:57]=[N+:58]=[N-:59])(=O)=O)=C(C(C)C)C=1)C.C(O)(=O)C. Given the product [N:57]([C@@H:9]([C@@H:8]([C:5]1[CH:6]=[CH:7][C:2]([Cl:1])=[CH:3][CH:4]=1)[C:24]1[CH:25]=[N:26][C:27]([O:30][CH3:31])=[CH:28][CH:29]=1)[C:10]([N:12]1[C@@H:16]([C:17]2[CH:22]=[CH:21][CH:20]=[CH:19][CH:18]=2)[CH2:15][O:14][C:13]1=[O:23])=[O:11])=[N+:58]=[N-:59], predict the reactants needed to synthesize it. (7) Given the product [CH3:1][O:2][C:3](=[O:26])[C@H:4]([CH2:22][CH2:23][S:24][CH3:25])[NH:5][C:6](=[O:21])[C:7]1[CH:12]=[CH:11][C:10](=[CH:13][C:33]2[C:28]([NH2:27])=[N:29][CH:30]=[CH:31][CH:32]=2)[CH2:9][C:8]=1[C:15]1[CH:16]=[CH:17][CH:18]=[CH:19][CH:20]=1, predict the reactants needed to synthesize it. The reactants are: [CH3:1][O:2][C:3](=[O:26])[C@H:4]([CH2:22][CH2:23][S:24][CH3:25])[NH:5][C:6](=[O:21])[C:7]1[CH:12]=[CH:11][C:10]([CH:13]=O)=[CH:9][C:8]=1[C:15]1[CH:20]=[CH:19][CH:18]=[CH:17][CH:16]=1.[NH2:27][C:28]1[CH:33]=[CH:32][CH:31]=[CH:30][N:29]=1.[BH3-]C#N.[Na+].C([O-])(O)=O.[Na+].